This data is from Catalyst prediction with 721,799 reactions and 888 catalyst types from USPTO. The task is: Predict which catalyst facilitates the given reaction. (1) Reactant: [CH:1]1([CH:4]([C:11]2[CH:16]=[C:15](O)[N:14]=[CH:13][N:12]=2)[CH2:5][C:6]([O:8][CH2:9][CH3:10])=[O:7])[CH2:3][CH2:2]1.CN(C=O)C.C(Cl)(=O)C([Cl:26])=O.O. The catalyst class is: 13. Product: [Cl:26][C:15]1[N:14]=[CH:13][N:12]=[C:11]([CH:4]([CH:1]2[CH2:3][CH2:2]2)[CH2:5][C:6]([O:8][CH2:9][CH3:10])=[O:7])[CH:16]=1. (2) Reactant: [NH2:1][C:2]1[S:3][C:4]2[CH2:5][N:6]([C:11]([O:13][C:14]([CH3:17])([CH3:16])[CH3:15])=[O:12])[CH2:7][CH2:8][C:9]=2[N:10]=1.[C:18](Cl)(=[O:20])[CH3:19].O. Product: [C:18]([NH:1][C:2]1[S:3][C:4]2[CH2:5][N:6]([C:11]([O:13][C:14]([CH3:17])([CH3:16])[CH3:15])=[O:12])[CH2:7][CH2:8][C:9]=2[N:10]=1)(=[O:20])[CH3:19]. The catalyst class is: 17. (3) The catalyst class is: 3. Product: [C:1]([O:4][C@H:5]1[CH2:22][CH2:21][C@@:20]2([CH3:23])[C:7](=[CH:8][CH2:9][C@@H:10]3[C@@H:19]2[CH2:18][CH2:17][C@@:15]2([CH3:16])[C@H:11]3[CH2:12][C:13]([CH:25]=[O:26])=[C:14]2[N:27]2[CH:31]=[CH:30][N:29]=[CH:28]2)[CH2:6]1)(=[O:3])[CH3:2]. Reactant: [C:1]([O:4][C@H:5]1[CH2:22][CH2:21][C@@:20]2([CH3:23])[C:7](=[CH:8][CH2:9][C@@H:10]3[C@@H:19]2[CH2:18][CH2:17][C@@:15]2([CH3:16])[C@H:11]3[CH2:12][C:13]([CH:25]=[O:26])=[C:14]2Cl)[CH2:6]1)(=[O:3])[CH3:2].[NH:27]1[CH:31]=[CH:30][N:29]=[CH:28]1.C([O-])([O-])=O.[K+].[K+].CCCCCC.CCOC(C)=O. (4) Reactant: [NH2:1][CH2:2][CH2:3][CH2:4][C@H:5]([NH:9][C:10]([C:12]1[S:13][C:14]([CH:17]([C:23]2[S:24][CH:25]=[CH:26][CH:27]=2)[C:18]2[S:19][CH:20]=[CH:21][CH:22]=2)=[CH:15][CH:16]=1)=[O:11])[C:6]([OH:8])=[O:7].[C:28]([OH:34])([C:30]([F:33])([F:32])[F:31])=[O:29].C(O)C.Cl.[C:39](=[NH:42])(O)[CH3:40]. Product: [S:24]1[CH:25]=[CH:26][CH:27]=[C:23]1[CH:17]([C:18]1[S:19][CH:20]=[CH:21][CH:22]=1)[C:14]1[S:13][C:12]([C:10]([NH:9][C@@H:5]([CH2:4][CH2:3][CH2:2][NH:1][C:39](=[NH:42])[CH3:40])[C:6]([OH:8])=[O:7])=[O:11])=[CH:16][CH:15]=1.[C:28]([OH:34])([C:30]([F:33])([F:32])[F:31])=[O:29]. The catalyst class is: 424. (5) Reactant: [CH3:1][C:2]1[CH:7]=[C:6]([C:8]([F:17])([C:13]([F:16])([F:15])[F:14])[C:9]([F:12])([F:11])[F:10])[CH:5]=[C:4]([CH3:18])[C:3]=1[NH:19][C:20](=[O:31])[C:21]1[CH:26]=[CH:25][C:24](F)=[C:23]([N+:28]([O-:30])=[O:29])[CH:22]=1.[CH3:32][NH:33][CH3:34].O. Product: [CH3:32][N:33]([CH3:34])[C:24]1[CH:25]=[CH:26][C:21]([C:20]([NH:19][C:3]2[C:2]([CH3:1])=[CH:7][C:6]([C:8]([F:17])([C:13]([F:14])([F:16])[F:15])[C:9]([F:12])([F:10])[F:11])=[CH:5][C:4]=2[CH3:18])=[O:31])=[CH:22][C:23]=1[N+:28]([O-:30])=[O:29]. The catalyst class is: 10. (6) Reactant: C([C@@]1(F)[C@H]2[C@H]([C@@H:13]3[C:19](=[O:20])[C@:18]([CH2:22][C:23]4[CH:28]=[CH:27][CH:26]=[CH:25][CH:24]=4)([F:21])[C@H:16]2[CH:15]=[CH:14]3)C=CC1=O)C1C=CC=CC=1.[C:31]1([N:37]2[C:41](=[O:42])[CH:40]=[CH:39][C:38]2=[O:43])[CH:36]=[CH:35][CH:34]=[CH:33][CH:32]=1. Product: [CH2:22]([C@@:18]1([F:21])[C@@H:16]2[C@@H:39]3[C@H:40]([C@@H:13]([CH:14]=[CH:15]2)[C:19]1=[O:20])[C:41](=[O:42])[N:37]([C:31]1[CH:32]=[CH:33][CH:34]=[CH:35][CH:36]=1)[C:38]3=[O:43])[C:23]1[CH:28]=[CH:27][CH:26]=[CH:25][CH:24]=1. The catalyst class is: 728. (7) Product: [CH2:1]([O:3][C:4](=[O:15])[C:5]1[CH:10]=[CH:9][C:8]([N+:11]([O-:13])=[O:12])=[CH:7][C:6]=1[CH2:14][Br:16])[CH3:2]. Reactant: [CH2:1]([O:3][C:4](=[O:15])[C:5]1[CH:10]=[CH:9][C:8]([N+:11]([O-:13])=[O:12])=[CH:7][C:6]=1[CH3:14])[CH3:2].[Br:16]N1C(=O)CCC1=O.C(OOC(=O)C1C=CC=CC=1)(=O)C1C=CC=CC=1. The catalyst class is: 53.